This data is from Reaction yield outcomes from USPTO patents with 853,638 reactions. The task is: Predict the reaction yield, written as a fraction of the theoretical maximum amount of product (1.0 means a 100% yield; for example, 0.34 means a 34% yield). The reactants are Br[C:2]1[CH:3]=[CH:4][C:5]([C:8]#[N:9])=[N:6][CH:7]=1.C[S:11]([CH3:13])=[O:12].[OH2:14]. No catalyst specified. The product is [CH3:13][S:11]([C:2]1[CH:3]=[CH:4][C:5]([C:8]#[N:9])=[N:6][CH:7]=1)(=[O:14])=[O:12]. The yield is 0.870.